Dataset: Experimentally validated miRNA-target interactions with 360,000+ pairs, plus equal number of negative samples. Task: Binary Classification. Given a miRNA mature sequence and a target amino acid sequence, predict their likelihood of interaction. The miRNA is mmu-miR-3082-5p with sequence GACAGAGUGUGUGUGUCUGUGU. The protein sequence of the target gene is MDPPAGAARRLLCPALLLLLLLLPPPLLPPPPPPANARLAAAADPPGGPLGHGAERILAVPVRTDAQGRLVSHVVSAATSRAGVRARRAAPVRTPSFPGGNEEEPGSHLFYNVTVFGRDLHLRLRPNARLVAPGATMEWQGEKGTTRVEPLLGSCLYVGDVAGLAEASSVALSNCDGLAGLIRMEEEEFFIEPLEKGLAAQEAEQGRVHVVYRRPPTSPPLGGPQALDTGASLDSLDSLSRALGVLEEHANSSRRRARRHAADDDYNIEVLLGVDDSVVQFHGKEHVQKYLLTLMNIVNE.... Result: 0 (no interaction).